The task is: Predict which catalyst facilitates the given reaction.. This data is from Catalyst prediction with 721,799 reactions and 888 catalyst types from USPTO. (1) The catalyst class is: 36. Reactant: [CH3:1][C:2]([S:5]([N:7]=[C:8]1[CH2:16][CH2:15][CH2:14][C:9]21[O:13][CH2:12][CH2:11][CH2:10]2)=[O:6])([CH3:4])[CH3:3].[BH4-].[Na+]. Product: [CH3:4][C:2]([S:5]([NH:7][CH:8]1[CH2:16][CH2:15][CH2:14][C:9]21[O:13][CH2:12][CH2:11][CH2:10]2)=[O:6])([CH3:1])[CH3:3]. (2) Reactant: [C:1]1([C:7]2[CH:8]=[N:9][N:10]([CH2:12][CH2:13][CH2:14][C:15]([O:17]CC)=[O:16])[CH:11]=2)[CH:6]=[CH:5][CH:4]=[CH:3][CH:2]=1.Cl. Product: [C:1]1([C:7]2[CH:8]=[N:9][N:10]([CH2:12][CH2:13][CH2:14][C:15]([OH:17])=[O:16])[CH:11]=2)[CH:2]=[CH:3][CH:4]=[CH:5][CH:6]=1. The catalyst class is: 273. (3) Reactant: [OH:1][C@H:2]1[C@H:6]([CH2:7][OH:8])[NH:5][CH2:4][C@@H:3]1[NH:9][C:10](=[O:12])[CH3:11].[BH3-]C#N.[Na+].[CH:17](=O)[CH2:18][CH2:19][CH3:20]. Product: [CH2:17]([N:5]1[C@@H:6]([CH2:7][OH:8])[C@H:2]([OH:1])[C@@H:3]([NH:9][C:10](=[O:12])[CH3:11])[CH2:4]1)[CH2:18][CH2:19][CH3:20]. The catalyst class is: 5. (4) Reactant: [F:1][C:2]1[CH:27]=[CH:26][CH:25]=[C:24]([F:28])[C:3]=1[C:4]([NH:6][C:7]1[C:8]([C:12]2[NH:16][C:15]3[CH:17]=[CH:18][CH:19]=[C:20]([C:21](O)=[O:22])[C:14]=3[N:13]=2)=[N:9][NH:10][CH:11]=1)=[O:5].[CH3:29][N:30]1[CH2:35][CH2:34][NH:33][CH2:32][CH2:31]1.C(Cl)CCl.C1C=CC2N(O)N=NC=2C=1. Product: [F:1][C:2]1[CH:27]=[CH:26][CH:25]=[C:24]([F:28])[C:3]=1[C:4]([NH:6][C:7]1[C:8]([C:12]2[NH:16][C:15]3[CH:17]=[CH:18][CH:19]=[C:20]([C:21]([N:33]4[CH2:34][CH2:35][N:30]([CH3:29])[CH2:31][CH2:32]4)=[O:22])[C:14]=3[N:13]=2)=[N:9][NH:10][CH:11]=1)=[O:5]. The catalyst class is: 3. (5) Reactant: C(O)(=O)C.[CH3:5][N:6]1[C:14]2[N:13]=[CH:12][NH:11][C:10]=2[C:9](=[O:15])[NH:8][C:7]1=[O:16].C([O-])(=O)C.[Na+].[Br:22]Br. Product: [Br:22][C:12]1[NH:11][C:10]2[C:9](=[O:15])[NH:8][C:7](=[O:16])[N:6]([CH3:5])[C:14]=2[N:13]=1. The catalyst class is: 6. (6) Reactant: [Br:1][C:2]1[CH:9]=[CH:8][C:5]([C:6]#[N:7])=[C:4]([F:10])[CH:3]=1.[CH3:11][Mg]Br.CO.[BH4-].[Na+]. Product: [Br:1][C:2]1[CH:9]=[CH:8][C:5]([CH:6]([NH2:7])[CH3:11])=[C:4]([F:10])[CH:3]=1. The catalyst class is: 165. (7) Reactant: [NH2:1][C:2]1[CH:23]=[CH:22][C:5]([O:6][C:7]2[CH:8]=[CH:9][C:10]3[N:11]([CH:13]=[C:14]([NH:16][C:17]([CH:19]4[CH2:21][CH2:20]4)=[O:18])[N:15]=3)[CH:12]=2)=[C:4]([F:24])[CH:3]=1.[F:25][C:26]1[CH:31]=[CH:30][C:29]([N:32]2[C:37]([CH3:38])=[CH:36][C:35]([CH3:39])=[C:34]([C:40](O)=[O:41])[C:33]2=[O:43])=[CH:28][CH:27]=1.C(N(CC)C(C)C)(C)C.CN(C(ON1N=NC2C=CC=NC1=2)=[N+](C)C)C.F[P-](F)(F)(F)(F)F.C(=O)([O-])O.[Na+]. Product: [CH:19]1([C:17]([NH:16][C:14]2[N:15]=[C:10]3[CH:9]=[CH:8][C:7]([O:6][C:5]4[CH:22]=[CH:23][C:2]([NH:1][C:40]([C:34]5[C:33](=[O:43])[N:32]([C:29]6[CH:28]=[CH:27][C:26]([F:25])=[CH:31][CH:30]=6)[C:37]([CH3:38])=[CH:36][C:35]=5[CH3:39])=[O:41])=[CH:3][C:4]=4[F:24])=[CH:12][N:11]3[CH:13]=2)=[O:18])[CH2:21][CH2:20]1. The catalyst class is: 42.